Dataset: Forward reaction prediction with 1.9M reactions from USPTO patents (1976-2016). Task: Predict the product of the given reaction. (1) Given the reactants [C:1]([O:5][C:6](=[O:26])[N:7]([CH:13]1[CH:18]2[CH:14]1[CH2:15][N:16]([CH2:19][C:20]1[CH:25]=[CH:24][CH:23]=[CH:22][CH:21]=1)[CH2:17]2)[CH2:8][CH2:9][CH2:10][CH2:11]Br)(C)(C)[CH3:2].BrCCCCl.[CH2:32]([O:39][C:40]1[CH:45]=[CH:44][C:43]([CH3:46])=[CH:42][C:41]=1[CH:47]([C:52]1[CH:57]=[CH:56][CH:55]=[CH:54][CH:53]=1)[CH2:48][C:49]([OH:51])=[O:50])[C:33]1[CH:38]=[CH:37][CH:36]=[CH:35][CH:34]=1.N12CCCN=C1CCCCC2, predict the reaction product. The product is: [CH2:19]([N:16]1[CH2:15][CH:14]2[CH:18]([CH:13]2[N:7]([C:6]([O:5][CH2:1][CH3:2])=[O:26])[CH2:8][CH2:9][CH2:10][CH2:11][O:50][C:49](=[O:51])[CH2:48][CH:47]([C:41]2[CH:42]=[C:43]([CH3:46])[CH:44]=[CH:45][C:40]=2[O:39][CH2:32][C:33]2[CH:34]=[CH:35][CH:36]=[CH:37][CH:38]=2)[C:52]2[CH:57]=[CH:56][CH:55]=[CH:54][CH:53]=2)[CH2:17]1)[C:20]1[CH:21]=[CH:22][CH:23]=[CH:24][CH:25]=1. (2) Given the reactants [CH:1]1([C:4]2[CH:9]=[C:8]([CH3:10])[C:7]([N+:11]([O-])=O)=[CH:6][N:5]=2)[CH2:3][CH2:2]1.Cl.C([O-])(O)=O.[Na+], predict the reaction product. The product is: [CH:1]1([C:4]2[N:5]=[CH:6][C:7]([NH2:11])=[C:8]([CH3:10])[CH:9]=2)[CH2:3][CH2:2]1.